This data is from Full USPTO retrosynthesis dataset with 1.9M reactions from patents (1976-2016). The task is: Predict the reactants needed to synthesize the given product. (1) Given the product [Cl:1][C:2]1[CH:3]=[CH:4][C:5]([NH2:19])=[C:6]([OH:18])[C:7]=1[S:8]([N:11]1[CH2:12][CH2:13][S:14](=[O:17])[CH2:15][CH2:16]1)(=[O:10])=[O:9], predict the reactants needed to synthesize it. The reactants are: [Cl:1][C:2]1[C:7]([S:8]([N:11]2[CH2:16][CH2:15][S:14](=[O:17])[CH2:13][CH2:12]2)(=[O:10])=[O:9])=[C:6]([OH:18])[C:5]([N+:19]([O-])=O)=[CH:4][CH:3]=1.[H][H]. (2) The reactants are: [C:1]1([NH:7][C:8]2[CH:17]=[CH:16][C:15]3[C:10](=[CH:11][CH:12]=[CH:13][CH:14]=3)[CH:9]=2)[CH:6]=[CH:5][CH:4]=[CH:3][CH:2]=1.Br[C:19]1[CH:24]=[CH:23][C:22]([C:25]2[CH:30]=[CH:29][C:28]([Br:31])=[CH:27][CH:26]=2)=[CH:21][CH:20]=1.CC(C)([O-])C.[Na+]. Given the product [Br:31][C:28]1[CH:29]=[CH:30][C:25]([C:22]2[CH:23]=[CH:24][C:19]([N:7]([C:1]3[CH:6]=[CH:5][CH:4]=[CH:3][CH:2]=3)[C:8]3[CH:17]=[CH:16][C:15]4[C:10](=[CH:11][CH:12]=[CH:13][CH:14]=4)[CH:9]=3)=[CH:20][CH:21]=2)=[CH:26][CH:27]=1, predict the reactants needed to synthesize it. (3) The reactants are: [CH2:1]([O:3][C:4](=[O:16])[CH2:5][C:6]1[C:7]2[CH:14]=[CH:13][C:12]([OH:15])=[CH:11][C:8]=2[S:9][CH:10]=1)[CH3:2].C(N(CC)CC)C.[F:24][C:25]([F:38])([F:37])[S:26](O[S:26]([C:25]([F:38])([F:37])[F:24])(=[O:28])=[O:27])(=[O:28])=[O:27]. Given the product [CH2:1]([O:3][C:4](=[O:16])[CH2:5][C:6]1[C:7]2[CH:14]=[CH:13][C:12]([O:15][S:26]([C:25]([F:38])([F:37])[F:24])(=[O:28])=[O:27])=[CH:11][C:8]=2[S:9][CH:10]=1)[CH3:2], predict the reactants needed to synthesize it. (4) The reactants are: C1C([C@@H]2[CH2:26][CH2:25][C@@:11]3([O:15][C@:14]4([CH:20]5[CH2:21][CH:22]6[CH2:24][CH:18]([CH2:19]5)[CH2:17][CH:16]4[CH2:23]6)[O:13][O:12]3)[CH2:10][CH2:9]2)=CC=C(O)C=1.[OH-:27].[Na+].Cl.[CH3:30][NH:31][CH2:32][CH2:33][CH2:34]Cl.[CH3:36]S(O)(=O)=O.[C:41](#[N:43])[CH3:42]. Given the product [CH3:42][C:41]([CH3:36])([CH2:30][NH:31][C:32]([CH2:33][C@@H:34]1[CH2:9][CH2:10][C@:11]2([O:15][C:14]3([CH:20]4[CH2:21][CH:22]5[CH2:24][CH:18]([CH2:19]4)[CH2:17][CH:16]3[CH2:23]5)[O:13][O:12]2)[CH2:25][CH2:26]1)=[O:27])[NH2:43], predict the reactants needed to synthesize it. (5) Given the product [OH:6][C@@H:5]([CH2:4][OH:3])[CH2:7][N:8]1[CH:12]=[CH:11][C:10]([NH:13][C:14](=[O:35])[C@@H:15]([N:21]2[CH2:25][C:24]([O:26][C:27]3[CH:32]=[CH:31][CH:30]=[CH:29][C:28]=3[Cl:33])=[CH:23][C:22]2=[O:34])[CH2:16][CH:17]([CH3:20])[CH2:18][CH3:19])=[N:9]1, predict the reactants needed to synthesize it. The reactants are: CC1(C)[O:6][C@H:5]([CH2:7][N:8]2[CH:12]=[CH:11][C:10]([NH:13][C:14](=[O:35])[C@@H:15]([N:21]3[CH2:25][C:24]([O:26][C:27]4[CH:32]=[CH:31][CH:30]=[CH:29][C:28]=4[Cl:33])=[CH:23][C:22]3=[O:34])[CH2:16][CH:17]([CH3:20])[CH2:18][CH3:19])=[N:9]2)[CH2:4][O:3]1.Cl.